This data is from Full USPTO retrosynthesis dataset with 1.9M reactions from patents (1976-2016). The task is: Predict the reactants needed to synthesize the given product. (1) Given the product [OH:1][C:2]1[CH:7]=[CH:6][C:5]([C:8](=[C:20]2[CH2:21][C:22]([CH3:29])([CH3:28])[CH2:23][C:24]([CH3:27])([CH3:26])[CH2:25]2)[C:9]2[CH:14]=[CH:13][C:12]([CH2:15][C:16]([OH:18])=[O:17])=[CH:11][CH:10]=2)=[CH:4][CH:3]=1, predict the reactants needed to synthesize it. The reactants are: [OH:1][C:2]1[CH:7]=[CH:6][C:5]([C:8](=[C:20]2[CH2:25][C:24]([CH3:27])([CH3:26])[CH2:23][C:22]([CH3:29])([CH3:28])[CH2:21]2)[C:9]2[CH:14]=[CH:13][C:12]([CH2:15][C:16]([O:18]C)=[O:17])=[CH:11][CH:10]=2)=[CH:4][CH:3]=1.[OH-].[Na+].Cl. (2) Given the product [C:13]1([C:11]2[N:12]=[C:7]([C:1]3[CH:6]=[CH:5][CH:4]=[CH:3][CH:2]=3)[N:8]=[C:9]([N:19]3[C:31]4[CH:30]=[C:29]5[C:32]([CH3:62])([CH3:61])[C:33]6[C:38]([C:28]5=[CH:27][C:26]=4[C:25]4[C:20]3=[CH:21][CH:22]=[CH:23][CH:24]=4)=[CH:37][CH:36]=[CH:35][C:34]=6[C:39]3[CH:40]=[C:41]4[C:49](=[CH:50][CH:51]=3)[N:48]([C:64]3[CH:69]=[CH:68][CH:67]=[CH:66][CH:65]=3)[C:47]3[CH:46]=[C:45]5[C:52]([CH3:60])([CH3:59])[C:53]6[C:58]([C:44]5=[CH:43][C:42]4=3)=[CH:57][CH:56]=[CH:55][CH:54]=6)[N:10]=2)[CH:14]=[CH:15][CH:16]=[CH:17][CH:18]=1, predict the reactants needed to synthesize it. The reactants are: [C:1]1([C:7]2[N:12]=[C:11]([C:13]3[CH:18]=[CH:17][CH:16]=[CH:15][CH:14]=3)[N:10]=[C:9]([N:19]3[C:31]4[CH:30]=[C:29]5[C:32]([CH3:62])([CH3:61])[C:33]6[C:38]([C:28]5=[CH:27][C:26]=4[C:25]4[C:20]3=[CH:21][CH:22]=[CH:23][CH:24]=4)=[CH:37][CH:36]=[CH:35][C:34]=6[C:39]3[CH:40]=[C:41]4[C:49](=[CH:50][CH:51]=3)[NH:48][C:47]3[CH:46]=[C:45]5[C:52]([CH3:60])([CH3:59])[C:53]6[C:58]([C:44]5=[CH:43][C:42]4=3)=[CH:57][CH:56]=[CH:55][CH:54]=6)[N:8]=2)[CH:6]=[CH:5][CH:4]=[CH:3][CH:2]=1.Br[C:64]1[CH:69]=[CH:68][CH:67]=[CH:66][CH:65]=1.CC([O-])(C)C.[Na+].C(P(C(C)(C)C)C(C)(C)C)(C)(C)C. (3) Given the product [ClH:20].[Br:1][C:2]1[C:3]([N:22]2[CH2:27][CH2:26][CH2:25][C@@H:24]([NH:28][CH2:29][CH2:30][OH:31])[CH2:23]2)=[C:4]2[C:10]([NH:11][C:12](=[O:21])[C:13]3[CH:18]=[CH:17][C:16]([F:19])=[C:15]([Cl:20])[CH:14]=3)=[CH:9][NH:8][C:5]2=[N:6][CH:7]=1, predict the reactants needed to synthesize it. The reactants are: [Br:1][C:2]1[C:3]([N:22]2[CH2:27][CH2:26][CH2:25][C@@H:24]([NH:28][CH2:29][CH2:30][O:31][Si](C(C)(C)C)(C)C)[CH2:23]2)=[C:4]2[C:10]([NH:11][C:12](=[O:21])[C:13]3[CH:18]=[CH:17][C:16]([F:19])=[C:15]([Cl:20])[CH:14]=3)=[CH:9][NH:8][C:5]2=[N:6][CH:7]=1.CCCC[N+](CCCC)(CCCC)CCCC.[F-].Cl. (4) Given the product [F:1][C:2]1[C:3]([CH:10]=[O:11])=[N:4][CH:5]=[C:6]([O:8][CH3:9])[CH:7]=1, predict the reactants needed to synthesize it. The reactants are: [F:1][C:2]1[C:3]([CH2:10][OH:11])=[N:4][CH:5]=[C:6]([O:8][CH3:9])[CH:7]=1.O.